Dataset: Forward reaction prediction with 1.9M reactions from USPTO patents (1976-2016). Task: Predict the product of the given reaction. Given the reactants [F-].C([N+](CCCC)(CCCC)CCCC)CCC.[Si]([O:36][CH2:37][CH2:38][O:39][CH2:40][C@H:41]([O:52][C:53]1[N:58]=[CH:57][N:56]=[C:55]2[N:59]([C:62]3[CH:67]=[CH:66][CH:65]=[C:64]([F:68])[C:63]=3[CH3:69])[N:60]=[CH:61][C:54]=12)[C:42]([NH:44][C:45]1[CH:50]=[CH:49][C:48]([CH3:51])=[CH:47][N:46]=1)=[O:43])(C(C)(C)C)(C1C=CC=CC=1)C1C=CC=CC=1.[Cl-].[NH4+], predict the reaction product. The product is: [F:68][C:64]1[C:63]([CH3:69])=[C:62]([N:59]2[C:55]3[N:56]=[CH:57][N:58]=[C:53]([O:52][C@@H:41]([CH2:40][O:39][CH2:38][CH2:37][OH:36])[C:42]([NH:44][C:45]4[CH:50]=[CH:49][C:48]([CH3:51])=[CH:47][N:46]=4)=[O:43])[C:54]=3[CH:61]=[N:60]2)[CH:67]=[CH:66][CH:65]=1.